This data is from Forward reaction prediction with 1.9M reactions from USPTO patents (1976-2016). The task is: Predict the product of the given reaction. (1) Given the reactants C(OC([N:11]1[CH2:15][C@@H:14]([F:16])[C@@H:13]([C:17](=[O:40])[NH:18][C:19]2[CH:24]=[C:23]([C:25]3[CH:30]=[N:29][CH:28]=[C:27]([NH:31][CH2:32][CH:33]4[CH2:38][CH2:37][O:36][CH2:35][CH2:34]4)[N:26]=3)[C:22]([Cl:39])=[CH:21][N:20]=2)[CH2:12]1)=O)C1C=CC=CC=1, predict the reaction product. The product is: [Cl:39][C:22]1[C:23]([C:25]2[CH:30]=[N:29][CH:28]=[C:27]([NH:31][CH2:32][CH:33]3[CH2:34][CH2:35][O:36][CH2:37][CH2:38]3)[N:26]=2)=[CH:24][C:19]([NH:18][C:17]([C@@H:13]2[C@H:14]([F:16])[CH2:15][NH:11][CH2:12]2)=[O:40])=[N:20][CH:21]=1. (2) Given the reactants [C:1]1([C:7]2[O:11][N:10]=[C:9]([C:12]3[O:16][N:15]=[C:14]4[C:17]5[C:22]([CH2:23][CH2:24][C:13]=34)=[CH:21][C:20]([CH:25]=[O:26])=[CH:19][CH:18]=5)[C:8]=2[C:27]([F:30])([F:29])[F:28])[CH:6]=[CH:5][CH:4]=[CH:3][CH:2]=1.C[Si]([C:35]#[N:36])(C)C.Cl.C(OCC)(=O)C, predict the reaction product. The product is: [OH:26][CH:25]([C:20]1[CH:21]=[C:22]2[C:17](=[CH:18][CH:19]=1)[C:14]1=[N:15][O:16][C:12]([C:9]3[C:8]([C:27]([F:28])([F:29])[F:30])=[C:7]([C:1]4[CH:2]=[CH:3][CH:4]=[CH:5][CH:6]=4)[O:11][N:10]=3)=[C:13]1[CH2:24][CH2:23]2)[C:35]#[N:36]. (3) Given the reactants [CH3:1][C:2]1[CH:11]=[C:10]([CH2:12][O:13][C:14]2[CH:19]=[CH:18][C:17]([S:20]([NH:23][C@H:24]3[CH2:28][NH:27][CH2:26][C@H:25]3[C:29]([OH:31])=[O:30])(=[O:22])=[O:21])=[CH:16][CH:15]=2)[C:9]2[C:4](=[CH:5][CH:6]=[CH:7][CH:8]=2)[N:3]=1.[C:32](O[C:32]([O:34][C:35]([CH3:38])([CH3:37])[CH3:36])=[O:33])([O:34][C:35]([CH3:38])([CH3:37])[CH3:36])=[O:33], predict the reaction product. The product is: [C:35]([O:34][C:32]([N:27]1[CH2:28][C@H:24]([NH:23][S:20]([C:17]2[CH:18]=[CH:19][C:14]([O:13][CH2:12][C:10]3[C:9]4[C:4](=[CH:5][CH:6]=[CH:7][CH:8]=4)[N:3]=[C:2]([CH3:1])[CH:11]=3)=[CH:15][CH:16]=2)(=[O:21])=[O:22])[C@H:25]([C:29]([OH:31])=[O:30])[CH2:26]1)=[O:33])([CH3:38])([CH3:37])[CH3:36]. (4) Given the reactants C([Sn](CCCC)(CCCC)[C:6]1[CH:11]=[CH:10][N:9]=[C:8]([NH2:12])[CH:7]=1)CCC.Br[C:22]1[CH:27]=[CH:26][N:25]=[C:24]([CH3:28])[CH:23]=1, predict the reaction product. The product is: [CH3:28][C:24]1[CH:23]=[C:22]([C:6]2[CH:11]=[CH:10][N:9]=[C:8]([NH2:12])[CH:7]=2)[CH:27]=[CH:26][N:25]=1. (5) The product is: [N+:29]([C:24]1[CH:25]=[CH:26][CH:27]=[CH:28][C:23]=1[CH:20]1[CH2:21][CH2:22][NH:18][CH2:19]1)([O-:31])=[O:30]. Given the reactants BrC1C=CC=CC=1[N+]([O-])=O.C([N:18]1[CH2:22][CH2:21][CH:20]([C:23]2[CH:28]=[CH:27][CH:26]=[CH:25][C:24]=2[N+:29]([O-:31])=[O:30])[CH2:19]1)C1C=CC=CC=1, predict the reaction product. (6) Given the reactants [C:1]([OH:12])(=[O:11])[CH2:2][CH2:3][CH2:4][CH2:5][CH2:6][CH2:7][C:8]([OH:10])=O, predict the reaction product. The product is: [O:12]1[C:1](=[O:11])[CH2:2][CH2:3][CH2:4][CH2:5][CH2:6][CH2:7][C:8]1=[O:10]. (7) Given the reactants N1CCCCC1.[OH:7][C:8]1[CH:17]=[CH:16][C:11]([CH:12]=[CH:13][CH:14]=O)=[CH:10][C:9]=1[O:18][CH3:19].[C:20]([CH2:22][C:23]([N-:25][CH2:26][C:27]1[CH:32]=[CH:31][C:30]([OH:33])=[C:29]([OH:34])[CH:28]=1)=[O:24])#[N:21], predict the reaction product. The product is: [OH:34][C:29]1[CH:28]=[C:27]([CH:32]=[CH:31][C:30]=1[OH:33])[CH2:26][NH:25][C:23](/[C:22](=[CH:14]/[CH:13]=[CH:12]/[C:11]1[CH:16]=[CH:17][C:8]([OH:7])=[C:9]([O:18][CH3:19])[CH:10]=1)/[C:20]#[N:21])=[O:24].